This data is from Ames mutagenicity test results for genotoxicity prediction. The task is: Regression/Classification. Given a drug SMILES string, predict its toxicity properties. Task type varies by dataset: regression for continuous values (e.g., LD50, hERG inhibition percentage) or binary classification for toxic/non-toxic outcomes (e.g., AMES mutagenicity, cardiotoxicity, hepatotoxicity). Dataset: ames. (1) The drug is O=C1c2ccccc2C(=O)c2c1ccc(C1OC(CO)C(O)C(O)C1O)c2O. The result is 1 (mutagenic). (2) The molecule is C[C@@H](O)CN. The result is 1 (mutagenic). (3) The compound is CCCCC(CC)COC(=O)c1ccc(N(C)N=O)cc1. The result is 0 (non-mutagenic). (4) The compound is O=C(O)C1OC(Oc2c3ccccc3c3ccc4cccc5ccc2c3c54)C(O)C(O)C1O. The result is 0 (non-mutagenic). (5) The molecule is Cc1ccc(C=O)o1. The result is 0 (non-mutagenic). (6) The drug is COC(=O)C(C)Cl. The result is 1 (mutagenic). (7) The compound is Oc1cccc2ccc3[nH]c4ccc5ccccc5c4c3c12. The result is 0 (non-mutagenic).